This data is from Catalyst prediction with 721,799 reactions and 888 catalyst types from USPTO. The task is: Predict which catalyst facilitates the given reaction. (1) Reactant: [CH3:1][C:2]([CH3:18])([CH2:8][C:9]#[C:10][CH2:11][N:12]1[CH2:17][CH2:16][O:15][CH2:14][CH2:13]1)[C:3](OCC)=[O:4].[H-].[H-].[H-].[H-].[Li+].[Al+3]. Product: [CH3:1][C:2]([CH3:18])([CH2:8][C:9]#[C:10][CH2:11][N:12]1[CH2:17][CH2:16][O:15][CH2:14][CH2:13]1)[CH2:3][OH:4]. The catalyst class is: 1. (2) Reactant: [F:1][C:2]1[CH:21]=[CH:20][C:5]([CH2:6][N:7]2[CH2:12][CH2:11][C:10]3[O:13][CH:14]=[C:15]([OH:18])[C:16](=[O:17])[C:9]=3[C:8]2=[O:19])=[CH:4][CH:3]=1.C(=O)([O-])[O-].[Cs+].[Cs+].[CH2:28](Br)[CH:29]=[CH2:30]. Product: [CH2:30]([O:18][C:15]1[C:16](=[O:17])[C:9]2[C:8](=[O:19])[N:7]([CH2:6][C:5]3[CH:4]=[CH:3][C:2]([F:1])=[CH:21][CH:20]=3)[CH2:12][CH2:11][C:10]=2[O:13][CH:14]=1)[CH:29]=[CH2:28]. The catalyst class is: 39. (3) Reactant: [CH2:1]([O:5][C:6]1[C:15]2[C:10](=[CH:11][C:12]([F:16])=[CH:13][CH:14]=2)[C:9](=[O:17])[N:8]([CH2:18][C:19]([CH3:22])([CH3:21])[CH3:20])[C:7]=1[C:23]([O-:25])=[O:24])[CH2:2][CH2:3][CH3:4].[OH-].[Na+].O.Cl. Product: [CH2:1]([O:5][C:6]1[C:15]2[C:10](=[CH:11][C:12]([F:16])=[CH:13][CH:14]=2)[C:9](=[O:17])[N:8]([CH2:18][C:19]([CH3:21])([CH3:20])[CH3:22])[C:7]=1[C:23]([OH:25])=[O:24])[CH2:2][CH2:3][CH3:4]. The catalyst class is: 214. (4) Reactant: [CH2:1]([CH:8]1[N:13]([CH3:14])[C:12](=[O:15])[C:11](=[CH:16][C:17]2[C:22]([F:23])=[C:21]([F:24])[CH:20]=[CH:19][C:18]=2Br)[N:10]([CH3:26])[C:9]1=[O:27])[C:2]1[CH:7]=[CH:6][CH:5]=[CH:4][CH:3]=1.[Cu][C:29]#[N:30]. The catalyst class is: 60. Product: [CH2:1]([CH:8]1[N:13]([CH3:14])[C:12](=[O:15])[C:11](=[CH:16][C:17]2[C:22]([F:23])=[C:21]([F:24])[CH:20]=[CH:19][C:18]=2[C:29]#[N:30])[N:10]([CH3:26])[C:9]1=[O:27])[C:2]1[CH:7]=[CH:6][CH:5]=[CH:4][CH:3]=1. (5) Reactant: [CH2:1]([O:8][C@H:9]1[C@H:14]([O:15][CH2:16][C:17]2[CH:22]=[CH:21][CH:20]=[CH:19][CH:18]=2)[C@@H:13]([CH2:23][O:24][CH2:25][C:26]2[CH:31]=[CH:30][CH:29]=[CH:28][CH:27]=2)[O:12][CH:11]=[CH:10]1)[C:2]1[CH:7]=[CH:6][CH:5]=[CH:4][CH:3]=1.[C:32]([O-:35])(O)=O.[Na+].[OH:37]OS([O-])=O.[K+].C(Cl)Cl.[CH3:46][C:47](C)=O. Product: [CH2:1]([O:8][C@H:9]1[C@H:14]([O:15][CH2:16][C:17]2[CH:18]=[CH:19][CH:20]=[CH:21][CH:22]=2)[C@@H:13]([CH2:23][O:24][CH2:25][C:26]2[CH:31]=[CH:30][CH:29]=[CH:28][CH:27]=2)[O:12][C@@H:11]([O:35][CH2:32][CH:46]=[CH2:47])[C@@H:10]1[OH:37])[C:2]1[CH:3]=[CH:4][CH:5]=[CH:6][CH:7]=1. The catalyst class is: 6. (6) Reactant: [Cl:1][C:2]1[C:10]2[CH:9]=[C:8]([C:11](=[O:15])[CH2:12][CH2:13][CH3:14])[S:7][C:6]=2[CH:5]=[CH:4][CH:3]=1.[Br-:16].[Br-].[Br-].C1([N+](C)(C)C)C=CC=CC=1.C1([N+](C)(C)C)C=CC=CC=1.C1([N+](C)(C)C)C=CC=CC=1. Product: [Br:16][CH:12]([CH2:13][CH3:14])[C:11]([C:8]1[S:7][C:6]2[CH:5]=[CH:4][CH:3]=[C:2]([Cl:1])[C:10]=2[CH:9]=1)=[O:15]. The catalyst class is: 7.